Task: Regression. Given two drug SMILES strings and cell line genomic features, predict the synergy score measuring deviation from expected non-interaction effect.. Dataset: Merck oncology drug combination screen with 23,052 pairs across 39 cell lines (1) Synergy scores: synergy=-194. Drug 2: Cn1cc(-c2cnn3c(N)c(Br)c(C4CCCNC4)nc23)cn1. Cell line: SW837. Drug 1: CC(C)CC(NC(=O)C(Cc1ccccc1)NC(=O)c1cnccn1)B(O)O. (2) Drug 1: COc1cc(C2c3cc4c(cc3C(OC3OC5COC(C)OC5C(O)C3O)C3COC(=O)C23)OCO4)cc(OC)c1O. Drug 2: COC1=C2CC(C)CC(OC)C(O)C(C)C=C(C)C(OC(N)=O)C(OC)C=CC=C(C)C(=O)NC(=CC1=O)C2=O. Cell line: OCUBM. Synergy scores: synergy=6.07. (3) Drug 1: CCC1(O)CC2CN(CCc3c([nH]c4ccccc34)C(C(=O)OC)(c3cc4c(cc3OC)N(C)C3C(O)(C(=O)OC)C(OC(C)=O)C5(CC)C=CCN6CCC43C65)C2)C1. Drug 2: O=C(CCCCCCC(=O)Nc1ccccc1)NO. Cell line: SKMES1. Synergy scores: synergy=0.874. (4) Drug 1: O=S1(=O)NC2(CN1CC(F)(F)F)C1CCC2Cc2cc(C=CCN3CCC(C(F)(F)F)CC3)ccc2C1. Drug 2: N#Cc1ccc(Cn2cncc2CN2CCN(c3cccc(Cl)c3)C(=O)C2)cc1. Cell line: SW620. Synergy scores: synergy=7.82. (5) Drug 1: O=P1(N(CCCl)CCCl)NCCCO1. Drug 2: CS(=O)(=O)CCNCc1ccc(-c2ccc3ncnc(Nc4ccc(OCc5cccc(F)c5)c(Cl)c4)c3c2)o1. Cell line: A2058. Synergy scores: synergy=-2.78. (6) Drug 1: CN(Cc1cnc2nc(N)nc(N)c2n1)c1ccc(C(=O)NC(CCC(=O)O)C(=O)O)cc1. Drug 2: CNC(=O)c1cc(Oc2ccc(NC(=O)Nc3ccc(Cl)c(C(F)(F)F)c3)cc2)ccn1. Cell line: NCIH23. Synergy scores: synergy=-8.88. (7) Drug 1: Cn1nnc2c(C(N)=O)ncn2c1=O. Drug 2: CC(C)CC(NC(=O)C(Cc1ccccc1)NC(=O)c1cnccn1)B(O)O. Cell line: HT29. Synergy scores: synergy=-22.6.